Task: Predict the reactants needed to synthesize the given product.. Dataset: Full USPTO retrosynthesis dataset with 1.9M reactions from patents (1976-2016) (1) Given the product [NH2:1][C:2]1[N:3]=[CH:4][C:5]([C:8]#[C:9][C:10]2[CH:11]=[C:12]([NH:16][C:17]([NH:26][C:27]3[S:28][C:29]([CH3:32])=[N:30][N:31]=3)=[O:25])[CH:13]=[CH:14][CH:15]=2)=[CH:6][N:7]=1, predict the reactants needed to synthesize it. The reactants are: [NH2:1][C:2]1[N:7]=[CH:6][C:5]([C:8]#[C:9][C:10]2[CH:11]=[C:12]([NH:16][C:17](=[O:25])OC3C=CC=CC=3)[CH:13]=[CH:14][CH:15]=2)=[CH:4][N:3]=1.[NH2:26][C:27]1[S:28][C:29]([CH3:32])=[N:30][N:31]=1.C(N(CC)CC)C. (2) The reactants are: [S:1]1[CH:5]=[C:4](C(O)=O)[N:3]=[CH:2]1.[C:9]([OH:13])([CH3:12])([CH3:11])[CH3:10].C([N:16]([CH2:19]C)CC)C.C1C=CC([O:27]P(OC2C=CC=CC=2)(N=[N+]=[N-])=O)=CC=1. Given the product [C:9]([O:13][C:19](=[O:27])[NH:16][C:4]1[N:3]=[CH:2][S:1][CH:5]=1)([CH3:12])([CH3:11])[CH3:10], predict the reactants needed to synthesize it. (3) Given the product [CH3:1][O:2][C:3]1[CH:11]=[CH:10][C:6]([C:7]([NH2:16])=[O:8])=[C:5]([N+:12]([O-:14])=[O:13])[CH:4]=1, predict the reactants needed to synthesize it. The reactants are: [CH3:1][O:2][C:3]1[CH:11]=[CH:10][C:6]([C:7](O)=[O:8])=[C:5]([N+:12]([O-:14])=[O:13])[CH:4]=1.C[N:16](C=O)C.C(Cl)(=O)C(Cl)=O. (4) Given the product [NH:1]1[C:9]2[C:4](=[CH:5][C:6]([C:10]3[N:14]=[C:13]([C:15]4[S:16][C:17]([C:26]([F:27])([F:28])[F:29])=[C:18]([C:20]5[CH:25]=[CH:24][CH:23]=[CH:22][CH:21]=5)[CH:19]=4)[O:12][N:11]=3)=[CH:7][CH:8]=2)[CH2:3][CH2:2]1, predict the reactants needed to synthesize it. The reactants are: [NH:1]1[C:9]2[C:4](=[CH:5][C:6]([C:10]3[N:14]=[C:13]([C:15]4[S:16][C:17]([C:26]([F:29])([F:28])[F:27])=[C:18]([C:20]5[CH:25]=[CH:24][CH:23]=[CH:22][CH:21]=5)[CH:19]=4)[O:12][N:11]=3)=[CH:7][CH:8]=2)[CH:3]=[CH:2]1.C([BH3-])#N.[Na+].[OH-].[Na+]. (5) The reactants are: [NH2:1][C@@H:2]([C:12]([O:14][C:15]([CH3:18])([CH3:17])[CH3:16])=[O:13])[CH2:3][CH2:4][C:5](=[O:11])OC(C)(C)C.[C:19]([C:23]1[CH:28]=[CH:27][C:26]([CH2:29][CH:30]=O)=[CH:25][CH:24]=1)([O:21][CH3:22])=[O:20].C(O)(=O)C.[BH3-]C#N.[Na+]. Given the product [CH3:22][O:21][C:19]([C:23]1[CH:28]=[CH:27][C:26]([CH2:29][CH2:30][N:1]2[C:5](=[O:11])[CH2:4][CH2:3][C@@H:2]2[C:12]([O:14][C:15]([CH3:16])([CH3:17])[CH3:18])=[O:13])=[CH:25][CH:24]=1)=[O:20], predict the reactants needed to synthesize it. (6) Given the product [Cl:1][C:2]1[CH:8]=[C:7]([O:9][C:10]2[C:11]3[N:18]([CH3:19])[CH:17]=[CH:16][C:12]=3[N:13]=[CH:14][N:15]=2)[CH:6]=[CH:5][C:3]=1[NH:4][C:31]([NH:42][CH:39]1[CH2:41][CH2:40]1)=[O:37], predict the reactants needed to synthesize it. The reactants are: [Cl:1][C:2]1[CH:8]=[C:7]([O:9][C:10]2[C:11]3[N:18]([CH3:19])[CH:17]=[CH:16][C:12]=3[N:13]=[CH:14][N:15]=2)[CH:6]=[CH:5][C:3]=1[NH2:4].C(N(CC)CC)C.ClC(Cl)(O[C:31](=[O:37])OC(Cl)(Cl)Cl)Cl.[CH:39]1([NH2:42])[CH2:41][CH2:40]1. (7) Given the product [CH3:14][C:4]1[N:3]=[C:2]([C:6]2[CH:12]=[CH:11][CH:10]=[CH:9][C:7]=2[NH2:8])[S:1][CH:5]=1, predict the reactants needed to synthesize it. The reactants are: [S:1]1[CH:5]=[CH:4][N:3]=[C:2]1[C:6]1[CH:12]=[CH:11][CH:10]=[CH:9][C:7]=1[NH2:8].Cl[CH2:14]C=O. (8) Given the product [F:1][C:2]1[CH:7]=[CH:6][C:5]([N:8]2[CH2:13][CH2:12][N:11]3[N:14]=[C:15]([CH2:17][O:18][C:21]4[CH:26]=[CH:25][CH:24]=[CH:23][N:22]=4)[CH:16]=[C:10]3[C:9]2=[O:19])=[CH:4][CH:3]=1, predict the reactants needed to synthesize it. The reactants are: [F:1][C:2]1[CH:7]=[CH:6][C:5]([N:8]2[CH2:13][CH2:12][N:11]3[N:14]=[C:15]([CH2:17][OH:18])[CH:16]=[C:10]3[C:9]2=[O:19])=[CH:4][CH:3]=1.Cl[C:21]1[CH:26]=[CH:25][CH:24]=[CH:23][N:22]=1.C(=O)([O-])[O-].[Cs+].[Cs+].C1(C2C=CC=CC=2)C=CC=CC=1P(C(C)(C)C)C(C)(C)C.